From a dataset of NCI-60 drug combinations with 297,098 pairs across 59 cell lines. Regression. Given two drug SMILES strings and cell line genomic features, predict the synergy score measuring deviation from expected non-interaction effect. (1) Drug 1: CCC1=C2CN3C(=CC4=C(C3=O)COC(=O)C4(CC)O)C2=NC5=C1C=C(C=C5)O. Drug 2: CC1=C(C(=O)C2=C(C1=O)N3CC4C(C3(C2COC(=O)N)OC)N4)N. Cell line: SR. Synergy scores: CSS=89.4, Synergy_ZIP=1.16, Synergy_Bliss=1.06, Synergy_Loewe=-0.360, Synergy_HSA=2.29. (2) Drug 1: C1CCC(CC1)NC(=O)N(CCCl)N=O. Drug 2: CNC(=O)C1=NC=CC(=C1)OC2=CC=C(C=C2)NC(=O)NC3=CC(=C(C=C3)Cl)C(F)(F)F. Cell line: ACHN. Synergy scores: CSS=15.7, Synergy_ZIP=-5.41, Synergy_Bliss=-3.97, Synergy_Loewe=-25.0, Synergy_HSA=-3.94. (3) Drug 1: CNC(=O)C1=NC=CC(=C1)OC2=CC=C(C=C2)NC(=O)NC3=CC(=C(C=C3)Cl)C(F)(F)F. Drug 2: CC1=C(C(=O)C2=C(C1=O)N3CC4C(C3(C2COC(=O)N)OC)N4)N. Cell line: MDA-MB-435. Synergy scores: CSS=2.88, Synergy_ZIP=-1.31, Synergy_Bliss=-2.58, Synergy_Loewe=-13.7, Synergy_HSA=-4.83. (4) Drug 1: CC(C)(C#N)C1=CC(=CC(=C1)CN2C=NC=N2)C(C)(C)C#N. Drug 2: C1=NNC2=C1C(=O)NC=N2. Cell line: OVCAR3. Synergy scores: CSS=1.76, Synergy_ZIP=-1.02, Synergy_Bliss=-1.29, Synergy_Loewe=-0.847, Synergy_HSA=-2.89.